This data is from Merck oncology drug combination screen with 23,052 pairs across 39 cell lines. The task is: Regression. Given two drug SMILES strings and cell line genomic features, predict the synergy score measuring deviation from expected non-interaction effect. (1) Drug 1: CC1CC2C3CCC4=CC(=O)C=CC4(C)C3(F)C(O)CC2(C)C1(O)C(=O)CO. Cell line: SKOV3. Synergy scores: synergy=12.1. Drug 2: Cn1cc(-c2cnn3c(N)c(Br)c(C4CCCNC4)nc23)cn1. (2) Drug 1: COC12C(COC(N)=O)C3=C(C(=O)C(C)=C(N)C3=O)N1CC1NC12. Drug 2: C#Cc1cccc(Nc2ncnc3cc(OCCOC)c(OCCOC)cc23)c1. Cell line: OVCAR3. Synergy scores: synergy=11.9. (3) Drug 1: CN1C(=O)C=CC2(C)C3CCC4(C)C(NC(=O)OCC(F)(F)F)CCC4C3CCC12. Drug 2: O=C(NOCC(O)CO)c1ccc(F)c(F)c1Nc1ccc(I)cc1F. Cell line: NCIH520. Synergy scores: synergy=3.95. (4) Drug 1: NC(=O)c1cccc2cn(-c3ccc(C4CCCNC4)cc3)nc12. Drug 2: COC1CC2CCC(C)C(O)(O2)C(=O)C(=O)N2CCCCC2C(=O)OC(C(C)CC2CCC(OP(C)(C)=O)C(OC)C2)CC(=O)C(C)C=C(C)C(O)C(OC)C(=O)C(C)CC(C)C=CC=CC=C1C. Cell line: MDAMB436. Synergy scores: synergy=19.8.